The task is: Predict the product of the given reaction.. This data is from Forward reaction prediction with 1.9M reactions from USPTO patents (1976-2016). (1) Given the reactants O[CH2:2][C@@H:3]([NH2:8])[CH:4]([CH3:7])[CH2:5][CH3:6].COC(=O)[C@H]([C@H](CC)C)N.OCCN.NC1C=CC=CC=1.[C:30]([C:32]1[CH:37]=[CH:36][C:35]([N:38]=[C:39]=[S:40])=[C:34]([CH3:41])[CH:33]=1)#[N:31], predict the reaction product. The product is: [C:30]([C:32]1[CH:37]=[CH:36][C:35]([NH2:38])=[C:34]([CH3:41])[CH:33]=1)#[N:31].[C:30]([C:32]1[CH:37]=[CH:36][C:35]([N:38]=[C:39]2[NH:8][C@@H:3]([CH:4]([CH2:5][CH3:6])[CH3:7])[CH2:2][S:40]2)=[C:34]([CH3:41])[CH:33]=1)#[N:31]. (2) Given the reactants [NH2:1][C:2]1[CH:7]=[CH:6][CH:5]=[CH:4][C:3]=1[OH:8].[NH2:9][C:10]1[CH:15]=[CH:14][CH:13]=[CH:12][C:11]=1[SH:16].[NH2:17][C:18]1[CH:24]=[CH:23][CH:22]=[CH:21][C:19]=1[NH2:20], predict the reaction product. The product is: [O:8]1[C:3]2[CH:4]=[CH:5][CH:6]=[CH:7][C:2]=2[N:1]=[C:18]1[C:13]1[CH:14]=[CH:15][C:10]([NH2:9])=[CH:11][CH:12]=1.[S:16]1[C:3]2[CH:4]=[CH:5][CH:6]=[CH:7][C:2]=2[N:1]=[C:11]1[C:23]1[CH:22]=[CH:21][C:19]([NH2:20])=[CH:18][CH:24]=1.[N:17]1[C:3]2[CH:4]=[CH:5][CH:6]=[CH:7][C:2]=2[NH:1][C:18]=1[C:13]1[CH:14]=[CH:15][C:10]([NH2:9])=[CH:11][CH:12]=1. (3) Given the reactants [CH2:1]([O:3][C:4]1[CH:5]=[CH:6][C:7]2[N:8]([N:10]=[C:11]([C:14]3[CH:31]=[CH:30][C:17]([O:18][CH2:19][C@@H:20]([NH:22][C:23](=O)[O:24]C(C)(C)C)[CH3:21])=[CH:16][C:15]=3[F:32])[C:12]=2[F:13])[CH:9]=1)[CH3:2].Cl.[C:34](OCC)(=O)C, predict the reaction product. The product is: [CH2:1]([O:3][C:4]1[CH:5]=[CH:6][C:7]2[N:8]([N:10]=[C:11]([C:14]3[CH:31]=[CH:30][C:17]([O:18][CH2:19][C@@H:20]([NH:22][C:23](=[O:24])[CH3:34])[CH3:21])=[CH:16][C:15]=3[F:32])[C:12]=2[F:13])[CH:9]=1)[CH3:2]. (4) Given the reactants [CH3:1][CH:2]1[N:7]([C:8](=[O:20])[C:9]2[CH:14]=[CH:13][CH:12]=[CH:11][C:10]=2[N:15]2[N:19]=[CH:18][CH:17]=[N:16]2)[CH2:6][CH:5]([O:21][C:22]2[CH:31]=[CH:30][CH:29]=[C:28]3[C:23]=2[CH2:24][CH2:25][CH2:26][C:27]3=[O:32])[CH2:4][CH2:3]1.[BH4-].[Na+], predict the reaction product. The product is: [CH3:1][C@H:2]1[N:7]([C:8]([C:9]2[CH:14]=[CH:13][CH:12]=[CH:11][C:10]=2[N:15]2[N:16]=[CH:17][CH:18]=[N:19]2)=[O:20])[CH2:6][C@H:5]([O:21][C:22]2[CH:31]=[CH:30][CH:29]=[C:28]3[C:23]=2[CH2:24][CH2:25][CH2:26][CH:27]3[OH:32])[CH2:4][CH2:3]1. (5) Given the reactants [C:1]([O:5][C:6]([N:8]1[CH2:13][CH2:12][C:11](=[C:14]2[C:20]3[CH:21]=[CH:22][C:23](Cl)=[CH:24][C:19]=3[C:18]([CH:26]([NH:33][C:34]([O:36][C:37]3([CH3:40])[CH2:39][CH2:38]3)=[O:35])[C:27]3[N:28]([CH3:32])[CH:29]=[N:30][CH:31]=3)=C[C:16]3[CH:41]=[CH:42][CH:43]=[CH:44][C:15]2=3)[CH2:10][CH2:9]1)=[O:7])([CH3:4])([CH3:3])[CH3:2].FC(F)(F)C(O)=O.C(N(CC)CC)C.CC1(OC(=O)ON2C(=O)CCC2=O)CC1.Cl[CH2:75][Cl:76], predict the reaction product. The product is: [CH3:3][C:1]1([O:5][C:6]([N:8]2[CH2:13][CH2:12][C:11](=[C:14]3[C:20]4[CH:21]=[CH:22][C:75]([Cl:76])=[C:18]([CH:26]([NH:33][C:34]([O:36][C:37]5([CH3:40])[CH2:39][CH2:38]5)=[O:35])[C:27]5[N:28]([CH3:32])[CH:29]=[N:30][CH:31]=5)[C:19]=4[CH:24]=[CH:23][C:16]4[CH:41]=[CH:42][CH:43]=[CH:44][C:15]3=4)[CH2:10][CH2:9]2)=[O:7])[CH2:4][CH2:2]1. (6) Given the reactants [N:1]1([C:6]2[CH:7]=[CH:8][C:9]([N:12]3[CH2:16][CH2:15][C:14]4([CH2:21][CH2:20][NH:19][CH2:18][CH2:17]4)[CH2:13]3)=[N:10][CH:11]=2)[CH:5]=[N:4][N:3]=[N:2]1.[CH3:22][C:23]1[C:31]([C@@H:32]2[CH2:34][O:33]2)=[CH:30][CH:29]=[C:28]2[C:24]=1[CH2:25][O:26][C:27]2=[O:35], predict the reaction product. The product is: [N:1]1([C:6]2[CH:7]=[CH:8][C:9]([N:12]3[CH2:16][CH2:15][C:14]4([CH2:21][CH2:20][N:19]([CH2:34][C@@H:32]([C:31]5[C:23]([CH3:22])=[C:24]6[C:28](=[CH:29][CH:30]=5)[C:27](=[O:35])[O:26][CH2:25]6)[OH:33])[CH2:18][CH2:17]4)[CH2:13]3)=[N:10][CH:11]=2)[CH:5]=[N:4][N:3]=[N:2]1.